From a dataset of Reaction yield outcomes from USPTO patents with 853,638 reactions. Predict the reaction yield, written as a fraction of the theoretical maximum amount of product (1.0 means a 100% yield; for example, 0.34 means a 34% yield). (1) The reactants are C(O[C:4]1[C:9]([C:10]2[NH:11][C:12](=[O:22])[C:13]3[C:14](=[C:16]([CH2:20][CH3:21])[N:17]([CH3:19])[N:18]=3)[N:15]=2)=[CH:8][C:7]([S:23]([N:26]2[CH2:31][CH2:30][N:29]([CH2:32][CH3:33])[CH2:28][CH2:27]2)(=[O:25])=[O:24])=[CH:6][N:5]=1)C.[CH3:34][O:35][CH2:36][CH2:37][NH2:38]. The catalyst is O.O.O.O.O.S([O-])([O-])(=O)=O.[Cu+2]. The product is [CH2:20]([C:16]1[N:17]([CH3:19])[N:18]=[C:13]2[C:12](=[O:22])[NH:11][C:10]([C:9]3[C:4]([NH:38][CH2:37][CH2:36][O:35][CH3:34])=[N:5][CH:6]=[C:7]([S:23]([N:26]4[CH2:31][CH2:30][N:29]([CH2:32][CH3:33])[CH2:28][CH2:27]4)(=[O:24])=[O:25])[CH:8]=3)=[N:15][C:14]=12)[CH3:21]. The yield is 0.690. (2) The reactants are O[CH2:2][C:3]1[S:11][C:10]2[C:5](=[N:6][CH:7]=[CH:8][C:9]=2[Cl:12])[CH:4]=1.[CH2:13]([N:15](CC)[CH2:16][CH3:17])[CH3:14].S(Cl)(C)(=O)=O.N1CCCC1.C(=O)(O)[O-].[Na+].S([O-])([O-])(=O)=O.[Mg+2]. The product is [Cl:12][C:9]1[CH:8]=[CH:7][N:6]=[C:5]2[CH:4]=[C:3]([CH2:2][N:15]3[CH2:16][CH2:17][CH2:14][CH2:13]3)[S:11][C:10]=12. The yield is 0.560. The catalyst is ClC(Cl)C.[Cl-].[Na+].O.ClCCl.